Dataset: Forward reaction prediction with 1.9M reactions from USPTO patents (1976-2016). Task: Predict the product of the given reaction. (1) Given the reactants [O:1]([CH2:8][CH2:9][CH2:10]Br)[C:2]1[CH:7]=[CH:6][CH:5]=[CH:4][CH:3]=1.[C:12]1([N:18]2[C:22]([SH:23])=[N:21][N:20]=[N:19]2)[CH:17]=[CH:16][CH:15]=[CH:14][CH:13]=1.C(=O)([O-])[O-].[K+].[K+].O, predict the reaction product. The product is: [O:1]([CH2:8][CH2:9][CH2:10][S:23][C:22]1[N:18]([C:12]2[CH:17]=[CH:16][CH:15]=[CH:14][CH:13]=2)[N:19]=[N:20][N:21]=1)[C:2]1[CH:7]=[CH:6][CH:5]=[CH:4][CH:3]=1. (2) Given the reactants CCCC[N+](CCCC)(CCCC)CCCC.[F-].[Si]([O:26][C@H:27]([C:76]1[CH:85]=[CH:84][C:83]([OH:86])=[C:82]2[C:77]=1[CH:78]=[CH:79][C:80](=[O:87])[NH:81]2)[CH2:28][NH:29][CH2:30][CH2:31][CH2:32][C:33]#[C:34][C:35]1[CH:40]=[CH:39][C:38]([NH:41][C:42]([C:44]2[CH:45]=[C:46]([S:50]([C:53]3[CH:54]=[C:55]4[C:60](=[C:61]([CH3:63])[CH:62]=3)[N:59]=[CH:58][C:57]([C:64]([NH2:66])=[O:65])=[C:56]4[NH:67][C:68]3[CH:73]=[CH:72][CH:71]=[C:70]([O:74][CH3:75])[CH:69]=3)(=[O:52])=[O:51])[CH:47]=[CH:48][CH:49]=2)=[O:43])=[CH:37][CH:36]=1)(C(C)(C)C)(C)C.C(O)(=O)C, predict the reaction product. The product is: [OH:26][C@H:27]([C:76]1[CH:85]=[CH:84][C:83]([OH:86])=[C:82]2[C:77]=1[CH:78]=[CH:79][C:80](=[O:87])[NH:81]2)[CH2:28][NH:29][CH2:30][CH2:31][CH2:32][C:33]#[C:34][C:35]1[CH:36]=[CH:37][C:38]([NH:41][C:42]([C:44]2[CH:45]=[C:46]([S:50]([C:53]3[CH:54]=[C:55]4[C:60](=[C:61]([CH3:63])[CH:62]=3)[N:59]=[CH:58][C:57]([C:64]([NH2:66])=[O:65])=[C:56]4[NH:67][C:68]3[CH:73]=[CH:72][CH:71]=[C:70]([O:74][CH3:75])[CH:69]=3)(=[O:51])=[O:52])[CH:47]=[CH:48][CH:49]=2)=[O:43])=[CH:39][CH:40]=1.